This data is from Peptide-MHC class I binding affinity with 185,985 pairs from IEDB/IMGT. The task is: Regression. Given a peptide amino acid sequence and an MHC pseudo amino acid sequence, predict their binding affinity value. This is MHC class I binding data. (1) The peptide sequence is FFSYLMKDK. The MHC is HLA-B51:01 with pseudo-sequence HLA-B51:01. The binding affinity (normalized) is 0. (2) The peptide sequence is QGWKGSPAI. The MHC is HLA-A68:02 with pseudo-sequence HLA-A68:02. The binding affinity (normalized) is 0. (3) The peptide sequence is YREAGIPVL. The MHC is HLA-B39:01 with pseudo-sequence HLA-B39:01. The binding affinity (normalized) is 0.898. (4) The peptide sequence is VETVSLAGSY. The MHC is HLA-B40:02 with pseudo-sequence HLA-B40:02. The binding affinity (normalized) is 0. (5) The peptide sequence is RRWIAPHPL. The MHC is HLA-C06:02 with pseudo-sequence HLA-C06:02. The binding affinity (normalized) is 0.0847. (6) The peptide sequence is RPMTYKAAL. The MHC is HLA-B57:01 with pseudo-sequence HLA-B57:01. The binding affinity (normalized) is 0. (7) The peptide sequence is ALIAVSLIA. The MHC is HLA-A02:01 with pseudo-sequence HLA-A02:01. The binding affinity (normalized) is 0.352. (8) The peptide sequence is RRWRRLTVC. The MHC is HLA-B08:01 with pseudo-sequence HLA-B08:01. The binding affinity (normalized) is 0.213. (9) The peptide sequence is EKFFPSSSY. The MHC is HLA-A31:01 with pseudo-sequence HLA-A31:01. The binding affinity (normalized) is 0.0847.